From a dataset of Full USPTO retrosynthesis dataset with 1.9M reactions from patents (1976-2016). Predict the reactants needed to synthesize the given product. (1) Given the product [I:18]/[CH:19]=[CH:20]/[CH2:21][CH2:22][CH2:23][CH2:24][O:17][C:14]1[CH:13]=[CH:12][C:11]([CH2:10][CH2:9][C:3]2([CH2:2][OH:1])[CH2:7][O:6][C:5]([CH3:8])=[N:4]2)=[CH:16][CH:15]=1, predict the reactants needed to synthesize it. The reactants are: [OH:1][CH2:2][C:3]1([CH2:9][CH2:10][C:11]2[CH:16]=[CH:15][C:14]([OH:17])=[CH:13][CH:12]=2)[CH2:7][O:6][C:5]([CH3:8])=[N:4]1.[I:18]/[CH:19]=[CH:20]/[CH2:21][CH2:22][CH2:23][CH2:24]O.C1(P(C2C=CC=CC=2)C2C=CC=CC=2)C=CC=CC=1.CC(OC(/N=N/C(OC(C)C)=O)=O)C. (2) Given the product [CH3:20][O:19][C:13]1[CH:14]=[C:15]2[C:10](=[CH:11][CH:12]=1)[NH:9][C:8]([C:25]1[CH:26]=[N:21][CH:22]=[N:23][CH:24]=1)=[C:16]2[CH:17]=[O:18], predict the reactants needed to synthesize it. The reactants are: C([O-])([O-])=O.[Na+].[Na+].Br[C:8]1[NH:9][C:10]2[C:15]([C:16]=1[CH:17]=[O:18])=[CH:14][C:13]([O:19][CH3:20])=[CH:12][CH:11]=2.[N:21]1[CH:26]=[C:25](B(O)O)[CH:24]=[N:23][CH:22]=1. (3) Given the product [OH:45][C:43]([CH3:44])([CH3:42])[CH2:56][CH2:55][NH:52][C:2]1[CH:9]=[C:8]([N:10]2[C:22]3[CH:21]=[CH:20][CH:19]=[C:18]([C:23]4[CH:24]=[N:25][C:26]5[C:31]([CH:32]=4)=[CH:30][CH:29]=[CH:28][CH:27]=5)[C:17]=3[C:16]3[C:11]2=[CH:12][CH:13]=[CH:14][CH:15]=3)[CH:7]=[CH:6][C:3]=1[C:4]([NH2:5])=[O:34], predict the reactants needed to synthesize it. The reactants are: F[C:2]1[CH:9]=[C:8]([N:10]2[C:22]3[CH:21]=[CH:20][CH:19]=[C:18]([C:23]4[CH:24]=[N:25][C:26]5[C:31]([CH:32]=4)=[CH:30][CH:29]=[CH:28][CH:27]=5)[C:17]=3[C:16]3[C:11]2=[CH:12][CH:13]=[CH:14][CH:15]=3)[CH:7]=[CH:6][C:3]=1[C:4]#[N:5].C(=O)([O-])[O-:34].[K+].[K+].NCC[CH2:42][CH:43]([OH:45])[CH3:44].[OH-].[Na+].OO.C([N:52]([CH2:55][CH3:56])CC)C.